From a dataset of Forward reaction prediction with 1.9M reactions from USPTO patents (1976-2016). Predict the product of the given reaction. The product is: [CH3:17][O:1][C:2]1[CH:11]=[CH:10][C:9]([N+:12]([O-:14])=[O:13])=[C:8]2[C:3]=1[CH2:4][CH2:5][N:6]([CH3:16])[C:7]2=[O:15]. Given the reactants [OH:1][C:2]1[CH:11]=[CH:10][C:9]([N+:12]([O-:14])=[O:13])=[C:8]2[C:3]=1[CH2:4][CH2:5][N:6]([CH3:16])[C:7]2=[O:15].[C:17](=O)([O-])[O-].[K+].[K+].IC, predict the reaction product.